From a dataset of Antibody developability classification from SAbDab with 2,409 antibodies. Regression/Classification. Given an antibody's heavy chain and light chain sequences, predict its developability. TAP uses regression for 5 developability metrics; SAbDab uses binary classification. (1) The antibody is ['QVQLQESGPGLVKPSETLSLTCTVSGFSLLSYGVHWVRQPPGKGLEWLGVIWTGGTTNYNSALMSRFTISKDDSKNTVYLKMNSLKTEDTAIYYCARYYYGMDYWGQGTLVTVSS', 'DIQMTQSPSSLSASVGDRVTITCKASQDVRNTVAWYQQKPGKAPKLLIYSSSYRNTGVPDRFSGSGSGTDFTLTISSLQAEDVAVYYCQQHYITPYTFGGGTKVEIK']. Result: 0 (not developable). (2) Result: 0 (not developable). The antibody is ['1yeh', 'DIVMTQSPLTLSVTIGQPASISCKSSQSLLYSNGKTYLNWLLQRPGQSPKRLIHLVSKLDSGVPDRITGSGSGTDFTLKISRVEAADLGVYYCVQGTHFPYTFGGGTKLEIL'].